Dataset: HIV replication inhibition screening data with 41,000+ compounds from the AIDS Antiviral Screen. Task: Binary Classification. Given a drug SMILES string, predict its activity (active/inactive) in a high-throughput screening assay against a specified biological target. (1) The molecule is O=C(NN=C(C1=Nc2ccc(Cl)cc2NC1O)C(O)C=Cc1ccccc1)c1ccncc1. The result is 0 (inactive). (2) The drug is CC(C)N(C(=O)C12C3C4C1C1C4(C#N)C3C12C#N)C(C)C. The result is 0 (inactive). (3) The drug is Cc1cc(C)nc(NS(=O)(=O)c2ccc(Nc3c4ccccc4nc4c(C(=O)NC(CO)(CO)CO)cccc34)cc2)n1. The result is 0 (inactive).